From a dataset of Full USPTO retrosynthesis dataset with 1.9M reactions from patents (1976-2016). Predict the reactants needed to synthesize the given product. (1) Given the product [CH2:1]([N:8]([CH2:9][CH2:10][NH:11][C:12]1[N:13]=[N:14][C:15]([C:20]2[CH:21]=[CH:22][C:23]([F:26])=[CH:24][CH:25]=2)=[C:16]([CH3:19])[C:17]=1[CH3:18])[C:29](=[O:30])[C@H:28]([Cl:27])[CH3:32])[C:2]1[CH:3]=[CH:4][CH:5]=[CH:6][CH:7]=1, predict the reactants needed to synthesize it. The reactants are: [CH2:1]([NH:8][CH2:9][CH2:10][NH:11][C:12]1[N:13]=[N:14][C:15]([C:20]2[CH:25]=[CH:24][C:23]([F:26])=[CH:22][CH:21]=2)=[C:16]([CH3:19])[C:17]=1[CH3:18])[C:2]1[CH:7]=[CH:6][CH:5]=[CH:4][CH:3]=1.[Cl:27][C@H:28]([CH3:32])[C:29](O)=[O:30].C(N(CC)CC)C.C1C=CC2N(O)N=NC=2C=1.Cl.CN(C)CCCN=C=NCC. (2) Given the product [C:13]1([NH:12][C:9]([C:5]2[C:4]([N+:1]([O-:3])=[O:2])=[CH:8][NH:7][N:6]=2)=[O:11])[CH:18]=[CH:17][CH:16]=[CH:15][CH:14]=1, predict the reactants needed to synthesize it. The reactants are: [N+:1]([C:4]1[C:5]([C:9]([OH:11])=O)=[N:6][NH:7][CH:8]=1)([O-:3])=[O:2].[NH2:12][C:13]1[CH:18]=[CH:17][CH:16]=[CH:15][CH:14]=1.C(Cl)CCl.C1C=CC2N(O)N=NC=2C=1. (3) Given the product [N:19]1[S:20][N:21]=[C:22]2[C:14]([NH:11][C:12]([NH:1][C:2]3[CH:10]=[CH:9][C:5]4[NH:6][CH:7]=[N:8][C:4]=4[CH:3]=3)=[S:13])=[CH:15][CH:16]=[CH:17][C:18]=12, predict the reactants needed to synthesize it. The reactants are: [NH2:1][C:2]1[CH:10]=[CH:9][C:5]2[NH:6][CH:7]=[N:8][C:4]=2[CH:3]=1.[N:11]([C:14]1[C:22]2[C:18](=[N:19][S:20][N:21]=2)[CH:17]=[CH:16][CH:15]=1)=[C:12]=[S:13]. (4) Given the product [C:12]1([C:11]2[C:6]3[C:5](=[CH:10][CH:9]=[CH:8][CH:7]=3)[C:4](=[O:19])[NH:3][N:2]=2)[CH:17]=[CH:16][CH:15]=[CH:14][CH:13]=1, predict the reactants needed to synthesize it. The reactants are: C[N:2](C)[NH:3][C:4](=[O:19])[C:5]1[CH:10]=[CH:9][CH:8]=[CH:7][C:6]=1[C:11](=O)[C:12]1[CH:17]=[CH:16][CH:15]=[CH:14][CH:13]=1.NN.O. (5) Given the product [ClH:33].[CH3:1][N:2]([C@H:23]1[C:32]2[C:27](=[CH:28][CH:29]=[CH:30][CH:31]=2)[CH2:26][CH2:25][CH2:24]1)[C:3]([C:5]1[N:6]=[C:7]([CH:10]2[CH2:11][CH2:12][NH:13][CH2:14][CH2:15]2)[S:8][CH:9]=1)=[O:4], predict the reactants needed to synthesize it. The reactants are: [CH3:1][N:2]([C@H:23]1[C:32]2[C:27](=[CH:28][CH:29]=[CH:30][CH:31]=2)[CH2:26][CH2:25][CH2:24]1)[C:3]([C:5]1[N:6]=[C:7]([CH:10]2[CH2:15][CH2:14][N:13](C(OC(C)(C)C)=O)[CH2:12][CH2:11]2)[S:8][CH:9]=1)=[O:4].[ClH:33].